Dataset: Full USPTO retrosynthesis dataset with 1.9M reactions from patents (1976-2016). Task: Predict the reactants needed to synthesize the given product. (1) The reactants are: Cl.[C:2]1([CH:8]([C:29]2[CH:34]=[CH:33][CH:32]=[CH:31][CH:30]=2)[CH2:9][NH:10][C:11]2[N:19]=[C:18]([CH2:20][NH:21][S:22]([CH2:25][CH:26]([CH3:28])[CH3:27])(=[O:24])=[O:23])[N:17]=[C:16]3[C:12]=2[N:13]=[CH:14][NH:15]3)[CH:7]=[CH:6][CH:5]=[CH:4][CH:3]=1.[C:35]([O:38][C@H:39]1[C@@H:43]([O:44][C:45](=[O:47])[CH3:46])[C@H:42](OC(=O)C)[O:41][C@@H:40]1[C:52]1[N:56]=[C:55]([CH2:57][CH3:58])[O:54][N:53]=1)(=[O:37])[CH3:36]. Given the product [C:45]([O:44][C@@H:43]1[C@H:39]([O:38][C:35](=[O:37])[CH3:36])[C@@H:40]([C:52]2[N:56]=[C:55]([CH2:57][CH3:58])[O:54][N:53]=2)[O:41][C@H:42]1[N:15]1[CH:14]=[N:13][C:12]2[C:16]1=[N:17][C:18]([CH2:20][NH:21][S:22]([CH2:25][CH:26]([CH3:28])[CH3:27])(=[O:23])=[O:24])=[N:19][C:11]=2[NH:10][CH2:9][CH:8]([C:2]1[CH:3]=[CH:4][CH:5]=[CH:6][CH:7]=1)[C:29]1[CH:30]=[CH:31][CH:32]=[CH:33][CH:34]=1)(=[O:47])[CH3:46], predict the reactants needed to synthesize it. (2) Given the product [C:42]([O:41][C:39]([N:37]1[CH2:38][CH:32]2[CH2:46][CH:36]1[CH2:35][N:34]([C:20]([C:19]1[CH:18]=[N:17][C:16]([NH:15][C:12]3[N:13]=[CH:14][C:9]4[CH:8]=[C:7]([C:25](=[O:29])[N:26]([CH3:27])[CH3:28])[N:6]([CH:1]5[CH2:5][CH2:4][CH2:3][CH2:2]5)[C:10]=4[N:11]=3)=[CH:24][CH:23]=1)=[O:22])[CH2:33]2)=[O:40])([CH3:45])([CH3:43])[CH3:44], predict the reactants needed to synthesize it. The reactants are: [CH:1]1([N:6]2[C:10]3[N:11]=[C:12]([NH:15][C:16]4[CH:24]=[CH:23][C:19]([C:20]([OH:22])=O)=[CH:18][N:17]=4)[N:13]=[CH:14][C:9]=3[CH:8]=[C:7]2[C:25](=[O:29])[N:26]([CH3:28])[CH3:27])[CH2:5][CH2:4][CH2:3][CH2:2]1.[Li+].[Cl-].[CH:32]12[CH2:46][CH:36]([N:37]([C:39]([O:41][C:42]([CH3:45])([CH3:44])[CH3:43])=[O:40])[CH2:38]1)[CH2:35][NH:34][CH2:33]2.